Dataset: NCI-60 drug combinations with 297,098 pairs across 59 cell lines. Task: Regression. Given two drug SMILES strings and cell line genomic features, predict the synergy score measuring deviation from expected non-interaction effect. (1) Drug 1: CC1=C(C=C(C=C1)C(=O)NC2=CC(=CC(=C2)C(F)(F)F)N3C=C(N=C3)C)NC4=NC=CC(=N4)C5=CN=CC=C5. Drug 2: C1CN1C2=NC(=NC(=N2)N3CC3)N4CC4. Cell line: COLO 205. Synergy scores: CSS=22.7, Synergy_ZIP=-1.70, Synergy_Bliss=-3.67, Synergy_Loewe=-7.20, Synergy_HSA=-0.527. (2) Drug 1: C(CN)CNCCSP(=O)(O)O. Drug 2: CC12CCC3C(C1CCC2OP(=O)(O)O)CCC4=C3C=CC(=C4)OC(=O)N(CCCl)CCCl.[Na+]. Cell line: HL-60(TB). Synergy scores: CSS=14.3, Synergy_ZIP=-0.913, Synergy_Bliss=1.85, Synergy_Loewe=5.04, Synergy_HSA=2.59.